The task is: Predict the reaction yield, written as a fraction of the theoretical maximum amount of product (1.0 means a 100% yield; for example, 0.34 means a 34% yield).. This data is from Reaction yield outcomes from USPTO patents with 853,638 reactions. (1) No catalyst specified. The reactants are [Cl:1][C:2]1[CH:7]=[C:6]([Cl:8])[CH:5]=[CH:4][C:3]=1[C:9]1[N:10]=[C:11]([CH2:16][C:17]2[CH:22]=[CH:21][C:20]([C:23]3[CH:28]=[CH:27][C:26]([O:29][C:30]4[CH:31]=[CH:32][C:33]([NH:39][S:40]([CH3:43])(=[O:42])=[O:41])=[C:34]([CH:38]=4)[C:35]([OH:37])=[O:36])=[CH:25][CH:24]=3)=[CH:19][CH:18]=2)[N:12]([CH2:14][CH3:15])[CH:13]=1.I[CH3:45]. The product is [Cl:1][C:2]1[CH:7]=[C:6]([Cl:8])[CH:5]=[CH:4][C:3]=1[C:9]1[N:10]=[C:11]([CH2:16][C:17]2[CH:18]=[CH:19][C:20]([C:23]3[CH:24]=[CH:25][C:26]([O:29][C:30]4[CH:31]=[CH:32][C:33]([N:39]([S:40]([CH3:43])(=[O:42])=[O:41])[CH3:45])=[C:34]([CH:38]=4)[C:35]([OH:37])=[O:36])=[CH:27][CH:28]=3)=[CH:21][CH:22]=2)[N:12]([CH2:14][CH3:15])[CH:13]=1. The yield is 0.230. (2) The reactants are C([NH:5][S:6]([C:9]1[CH:41]=[CH:40][C:12]2[N:13]([C:18]3[CH:23]=[CH:22][C:21]([CH2:24][CH2:25][NH:26][C:27]([NH:29][S:30]([C:33]4[CH:38]=[CH:37][C:36]([CH3:39])=[CH:35][CH:34]=4)(=[O:32])=[O:31])=[O:28])=[CH:20][CH:19]=3)[C:14]([CH2:16][CH3:17])=[N:15][C:11]=2[CH:10]=1)(=[O:8])=[O:7])(C)(C)C. The catalyst is FC(F)(F)C(O)=O. The product is [NH2:5][S:6]([C:9]1[CH:41]=[CH:40][C:12]2[N:13]([C:18]3[CH:23]=[CH:22][C:21]([CH2:24][CH2:25][NH:26][C:27]([NH:29][S:30]([C:33]4[CH:34]=[CH:35][C:36]([CH3:39])=[CH:37][CH:38]=4)(=[O:32])=[O:31])=[O:28])=[CH:20][CH:19]=3)[C:14]([CH2:16][CH3:17])=[N:15][C:11]=2[CH:10]=1)(=[O:7])=[O:8]. The yield is 0.730. (3) The yield is 0.0490. The reactants are [NH2:1][C:2]1[N:23]=[C:22]([CH:24]=[CH2:25])[CH:21]=[CH:20][C:3]=1[C:4]([NH:6][CH2:7][C:8]1[S:9][C:10]([O:13][C:14]2[CH:19]=[CH:18][CH:17]=[CH:16][CH:15]=2)=[CH:11][CH:12]=1)=[O:5].C.[I].[I].[CH2:29]([Zn]CC)C.N. The catalyst is C(#N)C.O.FC(F)(F)C(O)=O.C(OCC)(=O)C.O.C1(C)C=CC=CC=1. The product is [NH2:1][C:2]1[N:23]=[C:22]([CH:24]2[CH2:29][CH2:25]2)[CH:21]=[CH:20][C:3]=1[C:4]([NH:6][CH2:7][C:8]1[S:9][C:10]([O:13][C:14]2[CH:19]=[CH:18][CH:17]=[CH:16][CH:15]=2)=[CH:11][CH:12]=1)=[O:5]. (4) The product is [CH3:19][O:20][C:21]1[CH:26]=[C:25]([C:2]2[C:10]3[C:5](=[CH:6][CH:7]=[C:8]([C:11]#[N:12])[CH:9]=3)[N:4]([CH:13]3[CH2:18][CH2:17][CH2:16][CH2:15][O:14]3)[N:3]=2)[CH:24]=[CH:23][CH:22]=1. The reactants are Br[C:2]1[C:10]2[C:5](=[CH:6][CH:7]=[C:8]([C:11]#[N:12])[CH:9]=2)[N:4]([CH:13]2[CH2:18][CH2:17][CH2:16][CH2:15][O:14]2)[N:3]=1.[CH3:19][O:20][C:21]1[CH:22]=[C:23](B(O)O)[CH:24]=[CH:25][CH:26]=1.ClCCl.P([O-])([O-])([O-])=O.[K+].[K+].[K+]. The catalyst is COCCOC.C1(P(C2C=CC=CC=2)[C-]2C=CC=C2)C=CC=CC=1.[C-]1(P(C2C=CC=CC=2)C2C=CC=CC=2)C=CC=C1.[Fe+2]. The yield is 0.870. (5) The reactants are [CH3:1][O:2][C:3](=[O:30])[CH2:4][NH:5][C:6]([C:8]1[C:13]([O:14]CC2C=CC=CC=2)=[CH:12][C:11]([O:22]CC2C=CC=CC=2)=[CH:10][N:9]=1)=[O:7]. The catalyst is CO.[Pd]. The product is [CH3:1][O:2][C:3](=[O:30])[CH2:4][NH:5][C:6]([C:8]1[C:13]([OH:14])=[CH:12][C:11]([OH:22])=[CH:10][N:9]=1)=[O:7]. The yield is 1.00.